This data is from Forward reaction prediction with 1.9M reactions from USPTO patents (1976-2016). The task is: Predict the product of the given reaction. (1) The product is: [CH2:7]([O:14][C:15]([NH:17][C@@:18]1([C:30]([O:32][CH2:33][CH3:34])=[O:31])[CH2:23][C:22](=[CH2:1])[C@@H:21]2[C@H:19]1[C@H:20]2[C:25]([O:27][CH2:28][CH3:29])=[O:26])=[O:16])[C:8]1[CH:13]=[CH:12][CH:11]=[CH:10][CH:9]=1. Given the reactants [CH3:1]C(C)([O-])C.[K+].[CH2:7]([O:14][C:15]([NH:17][C@@:18]1([C:30]([O:32][CH2:33][CH3:34])=[O:31])[CH2:23][C:22](=O)[C@@H:21]2[C@H:19]1[C@H:20]2[C:25]([O:27][CH2:28][CH3:29])=[O:26])=[O:16])[C:8]1[CH:13]=[CH:12][CH:11]=[CH:10][CH:9]=1, predict the reaction product. (2) Given the reactants [OH:1][C:2]1[CH:13]=[CH:12][C:5]([NH:6][C:7](=[O:11])[CH2:8][CH2:9][CH3:10])=[CH:4][CH:3]=1.[CH3:14][N:15]([C:19]1[CH:24]=[CH:23][CH:22]=[CH:21][CH:20]=1)[C:16](Cl)=[O:17], predict the reaction product. The product is: [C:7]([NH:6][C:5]1[CH:4]=[CH:3][C:2]([O:1][C:16](=[O:17])[N:15]([CH3:14])[C:19]2[CH:24]=[CH:23][CH:22]=[CH:21][CH:20]=2)=[CH:13][CH:12]=1)(=[O:11])[CH2:8][CH2:9][CH3:10]. (3) Given the reactants [Cu]([C:4]#[N:5])C#N.[Cl:6][C:7]1[C:8](I)=[N:9][CH:10]=[C:11]([N+:13]([O-:15])=[O:14])[CH:12]=1, predict the reaction product. The product is: [Cl:6][C:7]1[C:8]([C:4]#[N:5])=[N:9][CH:10]=[C:11]([N+:13]([O-:15])=[O:14])[CH:12]=1. (4) Given the reactants [N:1]1[CH:6]=[CH:5][CH:4]=[CH:3][C:2]=1[CH:7]([NH2:9])[CH3:8].[C:10]([O:14][C:15]([N:17]1[C@@H:21]([C@H:22]([O:29][Si:30]([C:33]([CH3:36])([CH3:35])[CH3:34])([CH3:32])[CH3:31])[C:23]2[CH:28]=[CH:27][CH:26]=[CH:25][CH:24]=2)[CH2:20][CH2:19][C@H:18]1[CH2:37][C:38]1[CH:46]=[CH:45][C:41]([C:42](O)=[O:43])=[CH:40][CH:39]=1)=[O:16])([CH3:13])([CH3:12])[CH3:11].CN(C(ON1N=NC2C=CC=NC1=2)=[N+](C)C)C.F[P-](F)(F)(F)(F)F.CCN(C(C)C)C(C)C, predict the reaction product. The product is: [Si:30]([O:29][C@H:22]([C:23]1[CH:24]=[CH:25][CH:26]=[CH:27][CH:28]=1)[C@H:21]1[CH2:20][CH2:19][C@@H:18]([CH2:37][C:38]2[CH:39]=[CH:40][C:41]([C:42](=[O:43])[NH:9][CH:7]([C:2]3[CH:3]=[CH:4][CH:5]=[CH:6][N:1]=3)[CH3:8])=[CH:45][CH:46]=2)[N:17]1[C:15]([O:14][C:10]([CH3:11])([CH3:12])[CH3:13])=[O:16])([C:33]([CH3:34])([CH3:35])[CH3:36])([CH3:32])[CH3:31]. (5) Given the reactants [C:1]1([CH:11]=O)[C:10]2[C:5](=[CH:6][CH:7]=[CH:8][CH:9]=2)[CH:4]=[CH:3][CH:2]=1.[CH2:13]([O:15][CH:16]([O:19][CH2:20][CH3:21])[CH2:17][NH2:18])[CH3:14].C(O[BH-](OC(=O)C)OC(=O)C)(=O)C.[Na+], predict the reaction product. The product is: [CH2:13]([O:15][CH:16]([O:19][CH2:20][CH3:21])[CH2:17][NH:18][CH2:11][C:1]1[C:10]2[C:5](=[CH:6][CH:7]=[CH:8][CH:9]=2)[CH:4]=[CH:3][CH:2]=1)[CH3:14].